Dataset: Forward reaction prediction with 1.9M reactions from USPTO patents (1976-2016). Task: Predict the product of the given reaction. (1) Given the reactants Cl[CH2:2][C:3]1[CH:26]=[CH:25][C:6]([CH2:7][N:8]2[C:16]([O:17][CH3:18])=[N:15][C:14]3[C:9]2=[N:10][C:11]([O:20][CH2:21][CH2:22][O:23][CH3:24])=[N:12][C:13]=3[NH2:19])=[CH:5][CH:4]=1.[CH3:27][NH2:28].CO, predict the reaction product. The product is: [CH3:18][O:17][C:16]1[N:8]([CH2:7][C:6]2[CH:25]=[CH:26][C:3]([CH2:2][NH:28][CH3:27])=[CH:4][CH:5]=2)[C:9]2[C:14]([N:15]=1)=[C:13]([NH2:19])[N:12]=[C:11]([O:20][CH2:21][CH2:22][O:23][CH3:24])[N:10]=2. (2) Given the reactants C1(CCN2C3C(=CC=CC=3)C(=O)C2=O)CC1.[C:17]1([CH:23]([C:35]2[CH:40]=[CH:39][CH:38]=[CH:37][CH:36]=2)[N:24]2[C:32]3[C:27](=[CH:28][CH:29]=[CH:30][CH:31]=3)[C:26](=[O:33])[C:25]2=[O:34])[CH:22]=[CH:21][CH:20]=[CH:19][CH:18]=1.O1C2C=CC(O)=CC=2OC1.[CH3:51][C:52]1([CH3:62])[C:56]2[CH:57]=[CH:58][C:59]([OH:61])=[CH:60][C:55]=2[O:54][CH2:53]1, predict the reaction product. The product is: [C:35]1([CH:23]([C:17]2[CH:18]=[CH:19][CH:20]=[CH:21][CH:22]=2)[N:24]2[C:32]3[C:27](=[CH:28][CH:29]=[CH:30][CH:31]=3)[C:26]([OH:33])([C:58]3[C:59]([OH:61])=[CH:60][C:55]4[O:54][CH2:53][C:52]([CH3:62])([CH3:51])[C:56]=4[CH:57]=3)[C:25]2=[O:34])[CH:40]=[CH:39][CH:38]=[CH:37][CH:36]=1.